From a dataset of Peptide-MHC class II binding affinity with 134,281 pairs from IEDB. Regression. Given a peptide amino acid sequence and an MHC pseudo amino acid sequence, predict their binding affinity value. This is MHC class II binding data. (1) The peptide sequence is SRDLELSWNLNGLQAY. The MHC is DRB1_1302 with pseudo-sequence DRB1_1302. The binding affinity (normalized) is 0.604. (2) The peptide sequence is EPTAAPAEPEAPAPE. The MHC is DRB1_0101 with pseudo-sequence DRB1_0101. The binding affinity (normalized) is 0.0298. (3) The peptide sequence is ENKYFAATQFEPLAA. The MHC is HLA-DQA10401-DQB10402 with pseudo-sequence HLA-DQA10401-DQB10402. The binding affinity (normalized) is 0.419.